From a dataset of Forward reaction prediction with 1.9M reactions from USPTO patents (1976-2016). Predict the product of the given reaction. Given the reactants [Cl:1][C:2]1[CH:3]=[CH:4][C:5]([CH2:9][OH:10])=[C:6]([OH:8])[CH:7]=1.[OH-].[Na+].[CH2:13](Br)[C:14]1[CH:19]=[CH:18][CH:17]=[CH:16][CH:15]=1, predict the reaction product. The product is: [Cl:1][C:2]1[CH:3]=[CH:4][C:5]([CH2:9][OH:10])=[C:6]([O:8][CH2:13][C:14]2[CH:19]=[CH:18][CH:17]=[CH:16][CH:15]=2)[CH:7]=1.